This data is from Experimentally validated miRNA-target interactions with 360,000+ pairs, plus equal number of negative samples. The task is: Binary Classification. Given a miRNA mature sequence and a target amino acid sequence, predict their likelihood of interaction. The miRNA is hsa-miR-3944-3p with sequence UUCGGGCUGGCCUGCUGCUCCGG. The protein sequence of the target gene is MDDPAAPGPAGSPANDNGNGNGNGNGNGNGGKGKPAVPKGRETFRNQRRESEGSVDCPTLEFEYGDSDGHAAELSELYSYTENLEFTTNRKCFEEDFRTQVQDTKEWLELEEDAQKTYVMGLLDRLEVVSREKRLKVARAVLYLAQGTFGECDSEVDVLHWSRYNCFLLYQMGTFSAFLELLHMEIDNSQASSSALRKPAVSIADSTELRVLLSVMYLMVENIRLEREIDPCGWRTARETFRTELSFSTHNEEPFALLLFSMVTKFCSGLAPHFPIKKVLLLLWKVVMFTLGGFEHLQAL.... Result: 0 (no interaction).